From a dataset of Forward reaction prediction with 1.9M reactions from USPTO patents (1976-2016). Predict the product of the given reaction. Given the reactants [N:1]1([C:8]([O:10][C:11]([CH3:14])([CH3:13])[CH3:12])=[O:9])[CH2:7][CH2:6][CH2:5][NH:4][CH2:3][CH2:2]1.C1C=CC(P(C2C(C3C(P(C4C=CC=CC=4)C4C=CC=CC=4)=CC=C4C=3C=CC=C4)=C3C(C=CC=C3)=CC=2)C2C=CC=CC=2)=CC=1.CC(C)([O-])C.[Na+].Br[C:68]1[C:69]([CH3:82])=[C:70]([CH3:81])[C:71]2[O:75][C:74]([CH3:77])([CH3:76])[C:73](=[O:78])[C:72]=2[C:79]=1[CH3:80], predict the reaction product. The product is: [CH3:76][C:74]1([CH3:77])[C:73](=[O:78])[C:72]2[C:79]([CH3:80])=[C:68]([N:4]3[CH2:5][CH2:6][CH2:7][N:1]([C:8]([O:10][C:11]([CH3:14])([CH3:13])[CH3:12])=[O:9])[CH2:2][CH2:3]3)[C:69]([CH3:82])=[C:70]([CH3:81])[C:71]=2[O:75]1.